From a dataset of Full USPTO retrosynthesis dataset with 1.9M reactions from patents (1976-2016). Predict the reactants needed to synthesize the given product. (1) The reactants are: [H][H].[CH3:3][O:4][C:5]1[CH:6]=[C:7]([CH:33]=[CH:34][C:35]=1[O:36][CH3:37])[O:8][C@@H:9]([C:27]1[CH:32]=[CH:31][CH:30]=[CH:29][CH:28]=1)[CH2:10][CH2:11][N:12]1[CH2:17][CH:16]=[C:15]([C:18]2[CH:23]=[CH:22][C:21]([N+:24]([O-])=O)=[CH:20][CH:19]=2)[CH2:14][CH2:13]1. Given the product [CH3:3][O:4][C:5]1[CH:6]=[C:7]([CH:33]=[CH:34][C:35]=1[O:36][CH3:37])[O:8][C@@H:9]([C:27]1[CH:28]=[CH:29][CH:30]=[CH:31][CH:32]=1)[CH2:10][CH2:11][N:12]1[CH2:13][CH2:14][CH:15]([C:18]2[CH:23]=[CH:22][C:21]([NH2:24])=[CH:20][CH:19]=2)[CH2:16][CH2:17]1, predict the reactants needed to synthesize it. (2) Given the product [C:1]([C:3]1[C:4]([N:18]2[CH2:23][CH2:22][N:21]([C:25]([NH:24][C:27]3[C:32]([O:33][CH3:34])=[CH:31][CH:30]=[CH:29][C:28]=3[O:35][CH3:36])=[O:26])[CH2:20][CH2:19]2)=[N:5][C:6]([C:14]([F:15])([F:17])[F:16])=[C:7]([CH:13]=1)[C:8]([O:10][CH2:11][CH3:12])=[O:9])#[N:2], predict the reactants needed to synthesize it. The reactants are: [C:1]([C:3]1[C:4]([N:18]2[CH2:23][CH2:22][NH:21][CH2:20][CH2:19]2)=[N:5][C:6]([C:14]([F:17])([F:16])[F:15])=[C:7]([CH:13]=1)[C:8]([O:10][CH2:11][CH3:12])=[O:9])#[N:2].[N:24]([C:27]1[C:32]([O:33][CH3:34])=[CH:31][CH:30]=[CH:29][C:28]=1[O:35][CH3:36])=[C:25]=[O:26]. (3) Given the product [O:14]=[C:12]([C:9]1[S:10][CH:11]=[C:7]([C:1]2[CH:2]=[CH:3][CH:4]=[CH:5][CH:6]=2)[N:8]=1)[CH2:18][C:17]([O:20][CH2:21][CH3:22])=[O:19], predict the reactants needed to synthesize it. The reactants are: [C:1]1([C:7]2[N:8]=[C:9]([C:12]([O:14]CC)=O)[S:10][CH:11]=2)[CH:6]=[CH:5][CH:4]=[CH:3][CH:2]=1.[C:17]([O:20][CH2:21][CH3:22])(=[O:19])[CH3:18].C[Si]([N-][Si](C)(C)C)(C)C.[Li+]. (4) Given the product [Cl:1][C:2]1[CH:3]=[CH:4][C:5]2[N:6]=[CH:7][N:8]=[C:9]([NH:23][CH:19]3[CH2:22][CH2:21][CH2:20]3)[C:10]=2[N:11]=1, predict the reactants needed to synthesize it. The reactants are: [Cl:1][C:2]1[CH:3]=[CH:4][C:5]2[N:6]=[CH:7][N:8]=[C:9](OC3CCOCC3)[C:10]=2[N:11]=1.[CH:19]1([NH2:23])[CH2:22][CH2:21][CH2:20]1.CC(C)([O-])C.[Na+]. (5) The reactants are: [F:1][C:2]1[N:10]=[C:9]2[C:5]([N:6]=[C:7]([CH2:11][C:12]3[C:20]([I:21])=[CH:19][C:15]4[O:16][CH2:17][O:18][C:14]=4[CH:13]=3)[NH:8]2)=[C:4]([NH2:22])[N:3]=1.C1C=CC(COC(/N=N/C(OCC2C=CC=CC=2)=O)=O)=CC=1.C1(P(C2C=CC=CC=2)C2C=CC=CC=2)C=CC=CC=1.O[CH2:65][CH2:66][C:67](=[O:69])[CH3:68]. Given the product [NH2:22][C:4]1[N:3]=[C:2]([F:1])[N:10]=[C:9]2[C:5]=1[N:6]=[C:7]([CH2:11][C:12]1[C:20]([I:21])=[CH:19][C:15]3[O:16][CH2:17][O:18][C:14]=3[CH:13]=1)[N:8]2[CH2:65][CH2:66][C:67](=[O:69])[CH3:68], predict the reactants needed to synthesize it. (6) Given the product [C:1]([O:5][C:6]([N:8]1[C:16]2[C:11](=[CH:12][C:13]([C:28]#[N:29])=[C:14]([CH2:17][C:18]3[CH:23]=[CH:22][C:21]([F:24])=[CH:20][CH:19]=3)[CH:15]=2)[C:10]([CH3:27])([CH3:26])[CH2:9]1)=[O:7])([CH3:4])([CH3:3])[CH3:2], predict the reactants needed to synthesize it. The reactants are: [C:1]([O:5][C:6]([N:8]1[C:16]2[C:11](=[CH:12][C:13](Br)=[C:14]([CH2:17][C:18]3[CH:23]=[CH:22][C:21]([F:24])=[CH:20][CH:19]=3)[CH:15]=2)[C:10]([CH3:27])([CH3:26])[CH2:9]1)=[O:7])([CH3:4])([CH3:3])[CH3:2].[CH3:28][N:29](C=O)C. (7) Given the product [C:1]([O:5][C:6]([NH:8][C:9]1[CH:10]=[CH:11][C:12]([C:15]2[O:19][N:18]=[C:17]([C:20]3[CH:25]=[CH:24][C:23]([CH2:26][C@@H:27]([NH:32][C:33]([C:35]4[O:36][C:37]([C:40]5[CH:45]=[CH:44][C:43]([CH:46]([CH3:47])[CH3:48])=[CH:42][CH:41]=5)=[CH:38][CH:39]=4)=[O:34])[C:28]([OH:30])=[O:29])=[CH:22][C:21]=3[F:49])[N:16]=2)=[CH:13][CH:14]=1)=[O:7])([CH3:4])([CH3:3])[CH3:2], predict the reactants needed to synthesize it. The reactants are: [C:1]([O:5][C:6]([NH:8][C:9]1[CH:14]=[CH:13][C:12]([C:15]2[O:19][N:18]=[C:17]([C:20]3[CH:25]=[CH:24][C:23]([CH2:26][C@@H:27]([NH:32][C:33]([C:35]4[O:36][C:37]([C:40]5[CH:45]=[CH:44][C:43]([CH:46]([CH3:48])[CH3:47])=[CH:42][CH:41]=5)=[CH:38][CH:39]=4)=[O:34])[C:28]([O:30]C)=[O:29])=[CH:22][C:21]=3[F:49])[N:16]=2)=[CH:11][CH:10]=1)=[O:7])([CH3:4])([CH3:3])[CH3:2].S(Cl)(Cl)=O.C(C1C=CC(C2C=COC=2C(O)=O)=CC=1)(C)C.C(Cl)(=O)C.C(OC(=O)C(N)CC1C=CC(C2N=C(C3C=CC(NC(OC(C)(C)C)=O)=CC=3)ON=2)=C(F)C=1)C. (8) Given the product [F:1][C:2]([F:12])([CH2:5][C:6]1[CH:11]=[CH:10][CH:9]=[CH:8][CH:7]=1)[CH2:3][O:4][CH2:19][CH2:18][CH2:17][CH2:16][CH2:15][CH2:14][Br:13], predict the reactants needed to synthesize it. The reactants are: [F:1][C:2]([F:12])([CH2:5][C:6]1[CH:11]=[CH:10][CH:9]=[CH:8][CH:7]=1)[CH2:3][OH:4].[Br:13][CH2:14][CH2:15][CH2:16][CH2:17][CH2:18][CH2:19]OCC(C1C=CC=C(OC)C=1)(F)F.